Dataset: Full USPTO retrosynthesis dataset with 1.9M reactions from patents (1976-2016). Task: Predict the reactants needed to synthesize the given product. Given the product [I-:1].[CH2:37]([N:36]([C:19]1[CH:18]=[CH:17][C:16]2[C:21]([CH:20]=1)=[S+:22][C:23]1[C:14](=[CH:13][CH:12]=[C:11]([N:7]([CH2:8][CH2:9][CH3:10])[CH2:4][CH2:5][CH3:6])[CH:24]=1)[N:15]=2)[CH2:35][CH2:34][CH2:33][CH2:32][CH2:45][CH3:44])[CH2:38][CH2:39][CH2:40][CH2:41][CH3:42], predict the reactants needed to synthesize it. The reactants are: [I-:1].[I-].[I-].[CH2:4]([N:7]([C:11]1[CH:12]=[CH:13][C:14]2[C:23]([CH:24]=1)=[S+:22][C:21]1[C:16](=[CH:17][CH:18]=[CH:19][CH:20]=1)[N:15]=2)[CH2:8][CH2:9][CH3:10])[CH2:5][CH3:6].C(N([C:32]1[CH:33]=[CH:34][C:35]2[C:44]([CH:45]=1)=[S+][C:42]1[C:37](=[CH:38][CH:39]=[CH:40][CH:41]=1)[N:36]=2)CCC)CC.C(N(C1C=CC2C(C=1)=[S+]C1C(=CC=CC=1)N=2)CCC)CC.C(NCCCCCC)CCCCC.